This data is from Catalyst prediction with 721,799 reactions and 888 catalyst types from USPTO. The task is: Predict which catalyst facilitates the given reaction. Reactant: [CH3:1][C:2]1[O:6][C:5]([C:7]2[CH:12]=[CH:11][CH:10]=[CH:9][CH:8]=2)=[N:4][C:3]=1[CH2:13][O:14][C:15]1[CH:34]=[CH:33][C:18]([CH2:19][S:20][C:21]2[NH:25][N:24]=[C:23]([CH2:26][CH2:27][C:28]([O:30]CC)=[O:29])[N:22]=2)=[CH:17][CH:16]=1.[OH-].[Na+].O1CCCC1.Cl. Product: [CH3:1][C:2]1[O:6][C:5]([C:7]2[CH:12]=[CH:11][CH:10]=[CH:9][CH:8]=2)=[N:4][C:3]=1[CH2:13][O:14][C:15]1[CH:34]=[CH:33][C:18]([CH2:19][S:20][C:21]2[NH:25][N:24]=[C:23]([CH2:26][CH2:27][C:28]([OH:30])=[O:29])[N:22]=2)=[CH:17][CH:16]=1. The catalyst class is: 97.